From a dataset of Full USPTO retrosynthesis dataset with 1.9M reactions from patents (1976-2016). Predict the reactants needed to synthesize the given product. (1) Given the product [CH:23]1([N:1]2[C:9]3[C:4](=[CH:5][CH:6]=[CH:7][CH:8]=3)[C:3]3([C:21]4[C:12](=[CH:13][C:14]5[O:19][CH2:18][CH2:17][O:16][C:15]=5[CH:20]=4)[O:11][CH2:10]3)[C:2]2=[O:22])[CH2:25][CH2:24]1, predict the reactants needed to synthesize it. The reactants are: [NH:1]1[C:9]2[C:4](=[CH:5][CH:6]=[CH:7][CH:8]=2)[C:3]2([C:21]3[C:12](=[CH:13][C:14]4[O:19][CH2:18][CH2:17][O:16][C:15]=4[CH:20]=3)[O:11][CH2:10]2)[C:2]1=[O:22].[CH:23]1(B(O)O)[CH2:25][CH2:24]1.C[Si](C)(C)[N-][Si](C)(C)C.[Na+]. (2) Given the product [F:1][C:2]1[CH:7]=[CH:6][C:5]([CH2:8][O:9][C:11]2[CH:28]=[C:15]3[NH:16][C@@H:17]([CH3:20])[CH2:18][CH2:19][N:14]3[C:13](=[O:29])[N:12]=2)=[CH:4][CH:3]=1, predict the reactants needed to synthesize it. The reactants are: [F:1][C:2]1[CH:7]=[CH:6][C:5]([CH2:8][OH:9])=[CH:4][CH:3]=1.Cl[C:11]1[CH:28]=[C:15]2[N:16](C(OC(C)(C)C)=O)[C@@H:17]([CH3:20])[CH2:18][CH2:19][N:14]2[C:13](=[O:29])[N:12]=1. (3) Given the product [F:21][C:20]([F:23])([F:22])[C:36]([OH:37])=[O:39].[Cl:1][C:2]1[CH:7]=[C:6]([Cl:8])[CH:5]=[CH:4][C:3]=1[N:9]1[C:13]2[C:14]([C:20]([F:23])([F:21])[F:22])=[CH:15][C:16]([C:18]([NH2:19])=[O:37])=[CH:17][C:12]=2[N:11]([CH2:27][CH2:28][N:29]([CH2:32][CH3:33])[CH2:30][CH3:31])[C:10]1=[O:24], predict the reactants needed to synthesize it. The reactants are: [Cl:1][C:2]1[CH:7]=[C:6]([Cl:8])[CH:5]=[CH:4][C:3]=1[N:9]1[C:13]2[C:14]([C:20]([F:23])([F:22])[F:21])=[CH:15][C:16]([C:18]#[N:19])=[CH:17][C:12]=2[NH:11][C:10]1=[O:24].[H-].[Na+].[CH3:27][CH2:28][N:29]([CH2:32][CH2:33]Cl)[CH2:30][CH3:31].Cl.[C:36](=[O:39])(O)[O-:37].[Na+]. (4) Given the product [Br:15][CH:14]1[C:1]2[C:2](=[CH:3][CH:4]=[CH:5][CH:10]=2)[C:11](=[O:12])[O:13]1, predict the reactants needed to synthesize it. The reactants are: [CH:1]1[C:10]2[C:5](=CC=CC=2)[CH:4]=[CH:3][C:2]=1[C:11]([O:13][CH3:14])=[O:12].[Br:15]N1C(=O)CCC1=O.C(OOC(=O)C1C=CC=CC=1)(=O)C1C=CC=CC=1. (5) Given the product [Cl:1][C:2]1[CH:3]=[CH:4][C:5]([N:8]2[CH:12]=[C:11]([CH2:13][CH2:14][CH2:15][O:16][C:17]3[C:22]([CH2:23][CH3:24])=[CH:21][CH:20]=[CH:19][C:18]=3[CH2:25][C:26]([OH:28])=[O:27])[C:10]([CH:30]([CH3:31])[CH3:32])=[N:9]2)=[N:6][CH:7]=1, predict the reactants needed to synthesize it. The reactants are: [Cl:1][C:2]1[CH:3]=[CH:4][C:5]([N:8]2[CH:12]=[C:11]([CH2:13][CH2:14][CH2:15][O:16][C:17]3[C:22]([CH2:23][CH3:24])=[CH:21][CH:20]=[CH:19][C:18]=3[CH2:25][C:26]([O:28]C)=[O:27])[C:10]([CH:30]([CH3:32])[CH3:31])=[N:9]2)=[N:6][CH:7]=1.[OH-].[Na+].O1CCCC1.Cl. (6) Given the product [F:1][C:2]1[CH:7]=[CH:6][C:5]2[N:8]=[C:10]([SH:15])[S:14][C:4]=2[CH:3]=1, predict the reactants needed to synthesize it. The reactants are: [F:1][C:2]1[CH:3]=[C:4](N)[C:5]([NH2:8])=[CH:6][CH:7]=1.[C:10]([S-:15])(=[S:14])OCC.[K+].O.Cl.